Dataset: Forward reaction prediction with 1.9M reactions from USPTO patents (1976-2016). Task: Predict the product of the given reaction. (1) The product is: [C:2]1([CH2:1][NH:8][C:9]2[N:14]=[C:13]([NH:15][C:35]([C:31]3[S:30][CH:34]=[CH:33][CH:32]=3)=[O:36])[C:12]([C:16]3[NH:17][N:18]=[N:19][N:20]=3)=[CH:11][N:10]=2)[CH:3]=[CH:4][CH:5]=[CH:6][CH:7]=1. Given the reactants [CH2:1]([NH:8][C:9]1[N:14]=[C:13]([NH2:15])[C:12]([C:16]2[NH:20][N:19]=[N:18][N:17]=2)=[CH:11][N:10]=1)[C:2]1[CH:7]=[CH:6][CH:5]=[CH:4][CH:3]=1.CCN(C(C)C)C(C)C.[S:30]1[CH:34]=[CH:33][CH:32]=[C:31]1[C:35](Cl)=[O:36], predict the reaction product. (2) The product is: [F:40][C:36]1[CH:35]=[C:34]([NH:33][CH:26]([C:27]2[CH:28]=[CH:29][CH:30]=[CH:31][CH:32]=2)[C:8]([C:10]2[C:18]3[C:13](=[CH:14][CH:15]=[CH:16][CH:17]=3)[NH:12][CH:11]=2)=[O:9])[CH:39]=[CH:38][N:37]=1. Given the reactants C(N(CC)CC)C.[CH:8]([C:10]1[C:18]2[C:13](=[CH:14][CH:15]=[CH:16][CH:17]=2)[N:12](C(OC(C)(C)C)=O)[CH:11]=1)=[O:9].[CH:26](=[N:33][C:34]1[CH:39]=[CH:38][N:37]=[C:36]([F:40])[CH:35]=1)[C:27]1[CH:32]=[CH:31][CH:30]=[CH:29][CH:28]=1, predict the reaction product. (3) Given the reactants CS(O[CH2:6][CH2:7][N:8]1[CH:12]=[C:11]([C:13]2[CH:18]=[C:17]([C:19]([O:21]C)=[O:20])[CH:16]=[CH:15][N:14]=2)[N:10]=[CH:9]1)(=O)=O.[Cl:23][C:24]1[CH:31]=[CH:30][CH:29]=[CH:28][C:25]=1[CH2:26][NH2:27], predict the reaction product. The product is: [Cl:23][C:24]1[CH:31]=[CH:30][CH:29]=[CH:28][C:25]=1[CH2:26][NH:27][CH2:6][CH2:7][N:8]1[CH:12]=[C:11]([C:13]2[CH:18]=[C:17]([C:19]([OH:21])=[O:20])[CH:16]=[CH:15][N:14]=2)[N:10]=[CH:9]1. (4) The product is: [F:19][C:15]1[CH:14]=[C:13]([NH:12][C:11](=[O:20])[C:6]2[CH:7]=[CH:8][CH:9]=[CH:10][C:5]=2[OH:4])[CH:18]=[CH:17][CH:16]=1. Given the reactants C([O:4][C:5]1[CH:10]=[CH:9][CH:8]=[CH:7][C:6]=1[C:11](=[O:20])[NH:12][C:13]1[CH:18]=[CH:17][CH:16]=[C:15]([F:19])[CH:14]=1)(=O)C, predict the reaction product.